Task: Predict the reaction yield, written as a fraction of the theoretical maximum amount of product (1.0 means a 100% yield; for example, 0.34 means a 34% yield).. Dataset: Reaction yield outcomes from USPTO patents with 853,638 reactions (1) The yield is 0.700. The reactants are [N+:1]([C:4]1[CH:9]=[CH:8][C:7]([N:10]2[CH2:15][CH2:14][O:13][CH2:12][CH2:11]2)=[CH:6][CH:5]=1)([O-])=O.N. The catalyst is CO.[Pd]. The product is [N:10]1([C:7]2[CH:8]=[CH:9][C:4]([NH2:1])=[CH:5][CH:6]=2)[CH2:11][CH2:12][O:13][CH2:14][CH2:15]1. (2) The reactants are [OH2:1].C[N+]1([O-])CCOCC1.C[N+]1([O-])CCOCC1.[C:18]([O:22][C:23]([NH:25][C@@:26]1([C:39]([O:41][C:42]([CH3:45])([CH3:44])[CH3:43])=[O:40])[CH:31]=[CH:30][C@@H:29]2[C@H:27]1[C@H:28]2[C:32]([O:34][C:35]([CH3:38])([CH3:37])[CH3:36])=[O:33])=[O:24])([CH3:21])([CH3:20])[CH3:19].CCCCCC.C(OCC)(=O)C.[OH2:58]. The catalyst is CC(C)=O.[Os](=O)(=O)(=O)=O. The product is [C:18]([O:22][C:23]([NH:25][C@@:26]1([C:39]([O:41][C:42]([CH3:45])([CH3:44])[CH3:43])=[O:40])[C@H:31]([OH:1])[C@H:30]([OH:58])[C@@H:29]2[C@H:27]1[C@H:28]2[C:32]([O:34][C:35]([CH3:36])([CH3:38])[CH3:37])=[O:33])=[O:24])([CH3:21])([CH3:19])[CH3:20]. The yield is 0.690. (3) The reactants are Cl[C:2]([O:4][CH:5]([CH3:7])[CH3:6])=[O:3].[NH2:8][C:9]1[CH:18]=[C:17]([Br:19])[CH:16]=[CH:15][C:10]=1[C:11]([O:13][CH3:14])=[O:12].N1C=CC=CC=1.O. The catalyst is ClCCl. The product is [Br:19][C:17]1[CH:16]=[CH:15][C:10]([C:11]([O:13][CH3:14])=[O:12])=[C:9]([NH:8][C:2]([O:4][CH:5]([CH3:7])[CH3:6])=[O:3])[CH:18]=1. The yield is 0.960. (4) The reactants are [C:1]([O:5][C:6]([NH:8][CH2:9][CH:10]1[CH2:15][CH2:14][N:13]([CH2:16][C:17]2([C:23]([O-:25])=[O:24])[CH2:22][CH2:21][O:20][CH2:19][CH2:18]2)[CH2:12][CH2:11]1)=[O:7])([CH3:4])([CH3:3])[CH3:2].Cl. The catalyst is CO.[OH-].[Na+]. The product is [C:1]([O:5][C:6]([NH:8][CH2:9][CH:10]1[CH2:11][CH2:12][N:13]([CH2:16][C:17]2([C:23]([OH:25])=[O:24])[CH2:18][CH2:19][O:20][CH2:21][CH2:22]2)[CH2:14][CH2:15]1)=[O:7])([CH3:4])([CH3:2])[CH3:3]. The yield is 0.650. (5) The reactants are C(NC(C)C)(C)C.C([Li])CCC.[C:13]1([CH3:30])[CH:18]=[C:17]([CH3:19])[CH:16]=[C:15]([CH3:20])[C:14]=1[C:21]1[N:26]=[C:25]([CH2:27][C:28]#[N:29])[CH:24]=[CH:23][CH:22]=1.C([O:33][CH:34]=[C:35]([C:41](OCC)=O)[C:36]([O:38][CH2:39][CH3:40])=[O:37])C. The catalyst is O1CCCC1.C(O)(=O)C. The product is [C:28]([C:27]1[CH:41]=[C:35]([C:36]([O:38][CH2:39][CH3:40])=[O:37])[C:34](=[O:33])[N:26]2[C:25]=1[CH:24]=[CH:23][CH:22]=[C:21]2[C:14]1[C:15]([CH3:20])=[CH:16][C:17]([CH3:19])=[CH:18][C:13]=1[CH3:30])#[N:29]. The yield is 0.840. (6) The reactants are [Cl:1][C:2]1[CH:10]=[C:9]([CH:11]([CH3:13])[CH3:12])[C:5]([C:6](O)=[O:7])=[CH:4][N:3]=1.ClC(OCC(C)C)=O.CN1CCOCC1. The catalyst is COCCOC. The product is [Cl:1][C:2]1[N:3]=[CH:4][C:5]([CH2:6][OH:7])=[C:9]([CH:11]([CH3:13])[CH3:12])[CH:10]=1. The yield is 0.680. (7) The reactants are Br[C:2]1[CH:7]=[CH:6][CH:5]=[CH:4][C:3]=1[CH3:8].[Cl:9][C:10]1[CH:15]=[CH:14][CH:13]=[C:12]([O:16][CH3:17])[C:11]=1B(O)O.CC1C=CC(S(OCC2CC3C(C4C=CC=CC=4)=CC=CC=3O2)(=O)=O)=CC=1. No catalyst specified. The product is [CH3:17][O:16][C:12]1[C:11]([C:2]2[CH:7]=[CH:6][CH:5]=[CH:4][C:3]=2[CH3:8])=[C:10]([Cl:9])[CH:15]=[CH:14][CH:13]=1. The yield is 0.620.